From a dataset of Full USPTO retrosynthesis dataset with 1.9M reactions from patents (1976-2016). Predict the reactants needed to synthesize the given product. (1) Given the product [Si:1]([O:8][C@H:9]1[CH2:14][C:13](=[O:15])[CH2:12][CH2:11][C@@H:10]1[NH:16][C:17](=[O:23])[O:18][C:19]([CH3:22])([CH3:21])[CH3:20])([C:4]([CH3:7])([CH3:6])[CH3:5])([CH3:3])[CH3:2], predict the reactants needed to synthesize it. The reactants are: [Si:1]([O:8][C@H:9]1[CH2:14][C@@H:13]([OH:15])[CH2:12][CH2:11][C@@H:10]1[NH:16][C:17](=[O:23])[O:18][C:19]([CH3:22])([CH3:21])[CH3:20])([C:4]([CH3:7])([CH3:6])[CH3:5])([CH3:3])[CH3:2].[Si](O[C@@H]1C[C@@H](O)CC[C@H]1NC(=O)OC(C)(C)C)(C(C)(C)C)(C)C. (2) The reactants are: [C:1]1([CH:8]=[CH:7][CH:6]=[C:4]([OH:5])[CH:3]=1)[OH:2].[OH:9][C:10]1[CH:15]=[CH:14][C:13]([CH2:16][C:17](O)=[O:18])=[CH:12][CH:11]=1.C([O-])(=O)C.[Na+]. Given the product [OH:2][C:1]1[CH:3]=[C:4]([OH:5])[CH:6]=[CH:7][C:8]=1[C:17](=[O:18])[CH2:16][C:13]1[CH:14]=[CH:15][C:10]([OH:9])=[CH:11][CH:12]=1, predict the reactants needed to synthesize it. (3) Given the product [CH3:1][S:2]([N:5]1[C:9]2=[CH:10][CH:11]=[C:12]3[C:17]([N:16]=[C:15]([C:18]4[CH:19]=[CH:20][C:21]([NH:22][C:31](=[O:33])[CH3:32])=[CH:23][CH:24]=4)[N:14]=[C:13]3[N:25]3[CH2:30][CH2:29][O:28][CH2:27][CH2:26]3)=[C:8]2[CH:7]=[CH:6]1)(=[O:4])=[O:3], predict the reactants needed to synthesize it. The reactants are: [CH3:1][S:2]([N:5]1[C:9]2=[CH:10][CH:11]=[C:12]3[C:17]([N:16]=[C:15]([C:18]4[CH:24]=[CH:23][C:21]([NH2:22])=[CH:20][CH:19]=4)[N:14]=[C:13]3[N:25]3[CH2:30][CH2:29][O:28][CH2:27][CH2:26]3)=[C:8]2[CH:7]=[CH:6]1)(=[O:4])=[O:3].[C:31](Cl)(=[O:33])[CH3:32]. (4) The reactants are: [C:1]([O:5][C:6]([N:8]1[CH2:13][CH2:12][N:11]([C:14]2[O:15][C:16]3[C:22]([C:23](=[O:25])[CH3:24])=[CH:21][C:20]([Cl:26])=[CH:19][C:17]=3[N:18]=2)[C@@H:10]([CH3:27])[CH2:9]1)=[O:7])([CH3:4])([CH3:3])[CH3:2].CC(O[CH:33](N(C)C)[N:34]([CH3:36])[CH3:35])(C)C. Given the product [C:1]([O:5][C:6]([N:8]1[CH2:13][CH2:12][N:11]([C:14]2[O:15][C:16]3[C:22]([C:23](=[O:25])[CH:24]=[CH:33][N:34]([CH3:36])[CH3:35])=[CH:21][C:20]([Cl:26])=[CH:19][C:17]=3[N:18]=2)[C@@H:10]([CH3:27])[CH2:9]1)=[O:7])([CH3:4])([CH3:2])[CH3:3], predict the reactants needed to synthesize it. (5) Given the product [ClH:44].[CH:35]1([C@:3]2([C:1]#[N:2])[CH2:7][CH2:6][N:5]([C:8]3[CH:13]=[CH:12][N:11]=[C:10]([NH:14][C:15]4[CH:16]=[CH:17][C:18]([CH:21]5[CH2:22][CH2:23][NH:24][CH2:25][CH2:26]5)=[CH:19][N:20]=4)[CH:9]=3)[C:4]2=[O:34])[CH2:36][CH2:37]1, predict the reactants needed to synthesize it. The reactants are: [C:1]([C@@:3]1([CH:35]2[CH2:37][CH2:36]2)[CH2:7][CH2:6][N:5]([C:8]2[CH:13]=[CH:12][N:11]=[C:10]([NH:14][C:15]3[N:20]=[CH:19][C:18]([CH:21]4[CH2:26][CH2:25][N:24](C(OC(C)(C)C)=O)[CH2:23][CH2:22]4)=[CH:17][CH:16]=3)[CH:9]=2)[C:4]1=[O:34])#[N:2].C(OC(=O)C)C.[ClH:44].